Task: Predict the product of the given reaction.. Dataset: Forward reaction prediction with 1.9M reactions from USPTO patents (1976-2016) (1) Given the reactants Br[C:2]1[CH:3]=[C:4]([C:9]2[N:10]=[C:11]([CH:21]([CH3:23])[CH3:22])[NH:12][C:13]=2[C:14]2[CH:19]=[CH:18][CH:17]=[C:16]([CH3:20])[N:15]=2)[CH:5]=[CH:6][C:7]=1[F:8].[CH3:24][S:25]([C:28]1[CH:33]=[CH:32][C:31](B(O)O)=[CH:30][CH:29]=1)(=[O:27])=[O:26], predict the reaction product. The product is: [F:8][C:7]1[C:2]([C:31]2[CH:32]=[CH:33][C:28]([S:25]([CH3:24])(=[O:27])=[O:26])=[CH:29][CH:30]=2)=[CH:3][C:4]([C:9]2[N:10]=[C:11]([CH:21]([CH3:23])[CH3:22])[NH:12][C:13]=2[C:14]2[CH:19]=[CH:18][CH:17]=[C:16]([CH3:20])[N:15]=2)=[CH:5][CH:6]=1. (2) Given the reactants [NH:1]1[CH2:6][CH2:5][CH:4]([C:7]2[CH:15]=[CH:14][CH:13]=[C:12]3[C:8]=2[CH2:9][C:10](=[O:16])[NH:11]3)[CH2:3][CH2:2]1.[N:17]1([C:23]2[CH:30]=[CH:29][C:26]([CH:27]=O)=[CH:25][CH:24]=2)[CH2:22][CH2:21][O:20][CH2:19][CH2:18]1, predict the reaction product. The product is: [N:17]1([C:23]2[CH:30]=[CH:29][C:26]([CH:27]=[C:9]3[C:8]4[C:12](=[CH:13][CH:14]=[CH:15][C:7]=4[CH:4]4[CH2:3][CH2:2][NH:1][CH2:6][CH2:5]4)[NH:11][C:10]3=[O:16])=[CH:25][CH:24]=2)[CH2:22][CH2:21][O:20][CH2:19][CH2:18]1. (3) Given the reactants [CH:1]([Li])([CH3:3])[CH3:2].CN([C-:8]1[CH:12]=[CH:11]C=C1)C.[CH-:13]1C=CC=[CH:14]1.[Fe+2:18].B(F)(F)F.B(F)(F)F.CCOCC.[CH3:32][N:33](C=O)[CH3:34].C([O-])(O)=[O:38].[Na+], predict the reaction product. The product is: [CH:2]([C:1]1[C-:3]([N:33]([CH3:34])[CH3:32])[CH:8]=[CH:12][CH:11]=1)=[O:38].[CH-:1]1[CH:3]=[CH:14][CH:13]=[CH:2]1.[Fe+2:18]. (4) Given the reactants [CH2:1]([O:3][C:4]([C:6]1[O:7][C:8]2[C:13]([C:14](=[O:16])[CH:15]=1)=[CH:12][C:11]([O:17][CH3:18])=[CH:10][C:9]=2Br)=[O:5])[CH3:2].[CH2:20]([N:23]1[CH2:28][CH2:27][NH:26][CH2:25][CH2:24]1)[CH2:21][CH3:22], predict the reaction product. The product is: [CH2:1]([O:3][C:4]([C:6]1[O:7][C:8]2[C:13]([C:14](=[O:16])[CH:15]=1)=[CH:12][C:11]([O:17][CH3:18])=[CH:10][C:9]=2[N:26]1[CH2:27][CH2:28][N:23]([CH2:20][CH2:21][CH3:22])[CH2:24][CH2:25]1)=[O:5])[CH3:2]. (5) Given the reactants [Cl:1][C:2]1[CH:11]=[C:10]([C:12](=O)[CH3:13])[C:9]([N:15]2[CH2:20][CH2:19][CH:18]([O:21][CH3:22])[CH2:17][CH2:16]2)=[C:8]2[C:3]=1[CH:4]=[CH:5][CH:6]=[N:7]2.C([O-])(=O)C.[NH4+].C([BH3-])#[N:29].[Na+].O1CCCC1, predict the reaction product. The product is: [Cl:1][C:2]1[CH:11]=[C:10]([CH:12]([NH2:29])[CH3:13])[C:9]([N:15]2[CH2:20][CH2:19][CH:18]([O:21][CH3:22])[CH2:17][CH2:16]2)=[C:8]2[C:3]=1[CH:4]=[CH:5][CH:6]=[N:7]2. (6) Given the reactants O=C1C2C(=CC=CC=2)C(=O)[N:3]1[CH:12]([CH2:22][O:23][CH2:24][CH3:25])[CH2:13][NH:14][C:15](=[O:21])[O:16][C:17]([CH3:20])([CH3:19])[CH3:18].CN, predict the reaction product. The product is: [NH2:3][CH:12]([CH2:22][O:23][CH2:24][CH3:25])[CH2:13][NH:14][C:15](=[O:21])[O:16][C:17]([CH3:19])([CH3:20])[CH3:18]. (7) The product is: [C:67]([O:66][C@@H:60]([C:26]1[C:25]([CH3:71])=[N:24][C:23]2[N:22]([N:21]=[C:20]([CH2:19][CH2:18][CH2:17][C:10]3[CH:11]=[C:12]([F:16])[CH:13]=[C:14]([F:15])[C:9]=3[OH:8])[CH:72]=2)[C:27]=1[N:28]1[CH2:29][CH2:30][C:31]([O:35][CH2:36][CH2:37][CH2:38][CH2:39][C@H:40]([O:42][Si:43]([C:56]([CH3:59])([CH3:57])[CH3:58])([C:44]2[CH:49]=[CH:48][CH:47]=[CH:46][CH:45]=2)[C:50]2[CH:51]=[CH:52][CH:53]=[CH:54][CH:55]=2)[CH3:41])([CH3:34])[CH2:32][CH2:33]1)[C:61]([O:63][CH2:64][CH3:65])=[O:62])([CH3:68])([CH3:69])[CH3:70]. Given the reactants C([O:8][C:9]1[C:14]([F:15])=[CH:13][C:12]([F:16])=[CH:11][C:10]=1[CH2:17][CH:18]=[CH:19][C:20]1[CH:72]=[C:23]2[N:24]=[C:25]([CH3:71])[C:26]([C@H:60]([O:66][C:67]([CH3:70])([CH3:69])[CH3:68])[C:61]([O:63][CH2:64][CH3:65])=[O:62])=[C:27]([N:28]3[CH2:33][CH2:32][C:31]([O:35][CH2:36][CH2:37][CH2:38][CH2:39][C@H:40]([O:42][Si:43]([C:56]([CH3:59])([CH3:58])[CH3:57])([C:50]4[CH:55]=[CH:54][CH:53]=[CH:52][CH:51]=4)[C:44]4[CH:49]=[CH:48][CH:47]=[CH:46][CH:45]=4)[CH3:41])([CH3:34])[CH2:30][CH2:29]3)[N:22]2[N:21]=1)C1C=CC=CC=1.[H][H], predict the reaction product.